From a dataset of Forward reaction prediction with 1.9M reactions from USPTO patents (1976-2016). Predict the product of the given reaction. Given the reactants C([O:4][C@@H:5]1[CH2:21][C:20]2[C@@:8]([CH2:24][O:25][Si:26]([C:29]([CH3:32])([CH3:31])[CH3:30])([CH3:28])[CH3:27])([CH:9]3[CH:17]([CH2:18][CH:19]=2)[CH:16]2[C@@:12]([CH3:23])([C:13](=[O:22])[CH2:14][CH2:15]2)[CH2:11][CH2:10]3)[CH2:7][CH2:6]1)(=O)C.[OH-].[Na+], predict the reaction product. The product is: [Si:26]([O:25][CH2:24][C@:8]12[CH2:7][CH2:6][C@H:5]([OH:4])[CH2:21][C@@H:20]1[CH2:19][CH2:18][CH:17]1[CH:9]2[CH2:10][CH2:11][C@@:12]2([CH3:23])[CH:16]1[CH2:15][CH2:14][C:13]2=[O:22])([C:29]([CH3:32])([CH3:31])[CH3:30])([CH3:28])[CH3:27].